Task: Predict the reactants needed to synthesize the given product.. Dataset: Full USPTO retrosynthesis dataset with 1.9M reactions from patents (1976-2016) (1) Given the product [Cl:1][C:2]1[C:7]([C:8]([F:10])([F:9])[F:11])=[CH:6][N:5]=[C:4]([NH:12][C:13]2[CH:28]=[CH:27][C:16]([C:17]([OH:19])=[O:18])=[CH:15][C:14]=2[O:29][CH3:30])[N:3]=1, predict the reactants needed to synthesize it. The reactants are: [Cl:1][C:2]1[C:7]([C:8]([F:11])([F:10])[F:9])=[CH:6][N:5]=[C:4]([NH:12][C:13]2[CH:28]=[CH:27][C:16]([C:17]([O:19]CC3C=CC=CC=3)=[O:18])=[CH:15][C:14]=2[O:29][CH3:30])[N:3]=1. (2) Given the product [F:22][C:23]1[N:27]([CH3:28])[N:26]=[C:25]([CH:29]([F:30])[F:31])[C:24]=1[C:32]([NH:13][C:8]1[C:9]2[CH2:10][CH2:11][CH2:12][C:3]([CH3:14])([CH3:2])[C:4]=2[CH:5]=[CH:6][CH:7]=1)=[O:33], predict the reactants needed to synthesize it. The reactants are: Cl.[CH3:2][C:3]1([CH3:14])[CH2:12][CH2:11][CH2:10][C:9]2[C:8]([NH2:13])=[CH:7][CH:6]=[CH:5][C:4]1=2.C(N(CC)CC)C.[F:22][C:23]1[N:27]([CH3:28])[N:26]=[C:25]([CH:29]([F:31])[F:30])[C:24]=1[C:32](Cl)=[O:33].